Dataset: Catalyst prediction with 721,799 reactions and 888 catalyst types from USPTO. Task: Predict which catalyst facilitates the given reaction. Reactant: Br[C:2]1[CH:23]=[CH:22][C:5]2[C:6]3[N:7]([CH:11]=[C:12]([C:14]4[N:18]([CH:19]([CH3:21])[CH3:20])[N:17]=[CH:16][N:15]=4)[N:13]=3)[CH2:8][CH2:9][O:10][C:4]=2[CH:3]=1.Cl.C([O:29][C:30](=[O:34])[C@H:31]([CH3:33])[NH2:32])(C)(C)C.F[B-](F)(F)F.Cl.C(C1NC=C[N+]=1C(C)C)(C)C.C(=O)([O-])[O-].[Cs+].[Cs+]. Product: [CH:19]([N:18]1[C:14]([C:12]2[N:13]=[C:6]3[N:7]([CH2:8][CH2:9][O:10][C:4]4[CH:3]=[C:2]([NH:32][C@@H:31]([CH3:33])[C:30]([OH:34])=[O:29])[CH:23]=[CH:22][C:5]=43)[CH:11]=2)=[N:15][CH:16]=[N:17]1)([CH3:21])[CH3:20]. The catalyst class is: 57.